Dataset: NCI-60 drug combinations with 297,098 pairs across 59 cell lines. Task: Regression. Given two drug SMILES strings and cell line genomic features, predict the synergy score measuring deviation from expected non-interaction effect. (1) Drug 1: CN1CCC(CC1)COC2=C(C=C3C(=C2)N=CN=C3NC4=C(C=C(C=C4)Br)F)OC. Drug 2: C1=NC2=C(N=C(N=C2N1C3C(C(C(O3)CO)O)F)Cl)N. Cell line: 786-0. Synergy scores: CSS=27.2, Synergy_ZIP=-2.32, Synergy_Bliss=-0.157, Synergy_Loewe=-23.0, Synergy_HSA=1.13. (2) Drug 1: COC1=C(C=C2C(=C1)N=CN=C2NC3=CC(=C(C=C3)F)Cl)OCCCN4CCOCC4. Drug 2: CN(C)C1=NC(=NC(=N1)N(C)C)N(C)C. Cell line: HT29. Synergy scores: CSS=51.0, Synergy_ZIP=25.1, Synergy_Bliss=27.3, Synergy_Loewe=1.11, Synergy_HSA=22.4. (3) Drug 1: C1=CN(C(=O)N=C1N)C2C(C(C(O2)CO)O)O.Cl. Drug 2: C1CN(P(=O)(OC1)NCCCl)CCCl. Cell line: OVCAR-4. Synergy scores: CSS=8.32, Synergy_ZIP=-3.28, Synergy_Bliss=-1.18, Synergy_Loewe=-7.98, Synergy_HSA=0.220. (4) Drug 1: CCC1=C2CN3C(=CC4=C(C3=O)COC(=O)C4(CC)O)C2=NC5=C1C=C(C=C5)O. Drug 2: CC1=C(C(=O)C2=C(C1=O)N3CC4C(C3(C2COC(=O)N)OC)N4)N. Cell line: SK-OV-3. Synergy scores: CSS=25.4, Synergy_ZIP=-7.83, Synergy_Bliss=2.19, Synergy_Loewe=-3.89, Synergy_HSA=2.37. (5) Drug 1: C1=CN(C=N1)CC(O)(P(=O)(O)O)P(=O)(O)O. Drug 2: C(CCl)NC(=O)N(CCCl)N=O. Cell line: MDA-MB-435. Synergy scores: CSS=8.67, Synergy_ZIP=-5.98, Synergy_Bliss=-5.16, Synergy_Loewe=-0.400, Synergy_HSA=-0.317. (6) Drug 1: CN(C)N=NC1=C(NC=N1)C(=O)N. Drug 2: CN(CC1=CN=C2C(=N1)C(=NC(=N2)N)N)C3=CC=C(C=C3)C(=O)NC(CCC(=O)O)C(=O)O. Cell line: A549. Synergy scores: CSS=27.5, Synergy_ZIP=-2.24, Synergy_Bliss=-5.75, Synergy_Loewe=-14.7, Synergy_HSA=-5.97. (7) Drug 1: CC1=C(N=C(N=C1N)C(CC(=O)N)NCC(C(=O)N)N)C(=O)NC(C(C2=CN=CN2)OC3C(C(C(C(O3)CO)O)O)OC4C(C(C(C(O4)CO)O)OC(=O)N)O)C(=O)NC(C)C(C(C)C(=O)NC(C(C)O)C(=O)NCCC5=NC(=CS5)C6=NC(=CS6)C(=O)NCCC[S+](C)C)O. Drug 2: COC1=C2C(=CC3=C1OC=C3)C=CC(=O)O2. Cell line: EKVX. Synergy scores: CSS=7.82, Synergy_ZIP=-2.68, Synergy_Bliss=-1.50, Synergy_Loewe=-7.19, Synergy_HSA=-0.604. (8) Drug 1: C1=CC(=C2C(=C1NCCNCCO)C(=O)C3=C(C=CC(=C3C2=O)O)O)NCCNCCO. Drug 2: C1=NC2=C(N=C(N=C2N1C3C(C(C(O3)CO)O)F)Cl)N. Cell line: OVCAR-5. Synergy scores: CSS=21.1, Synergy_ZIP=-8.39, Synergy_Bliss=-1.88, Synergy_Loewe=-5.63, Synergy_HSA=1.23. (9) Drug 1: C1=CC(=CC=C1CC(C(=O)O)N)N(CCCl)CCCl.Cl. Synergy scores: CSS=11.1, Synergy_ZIP=-0.217, Synergy_Bliss=9.91, Synergy_Loewe=-7.67, Synergy_HSA=6.23. Drug 2: C1=CN(C=N1)CC(O)(P(=O)(O)O)P(=O)(O)O. Cell line: NCI-H322M.